From a dataset of NCI-60 drug combinations with 297,098 pairs across 59 cell lines. Regression. Given two drug SMILES strings and cell line genomic features, predict the synergy score measuring deviation from expected non-interaction effect. Drug 1: C1=NC2=C(N1)C(=S)N=CN2. Drug 2: CC1C(C(CC(O1)OC2CC(CC3=C2C(=C4C(=C3O)C(=O)C5=CC=CC=C5C4=O)O)(C(=O)C)O)N)O. Cell line: MALME-3M. Synergy scores: CSS=58.2, Synergy_ZIP=-5.81, Synergy_Bliss=-3.21, Synergy_Loewe=-3.03, Synergy_HSA=-1.04.